This data is from NCI-60 drug combinations with 297,098 pairs across 59 cell lines. The task is: Regression. Given two drug SMILES strings and cell line genomic features, predict the synergy score measuring deviation from expected non-interaction effect. (1) Drug 1: CS(=O)(=O)CCNCC1=CC=C(O1)C2=CC3=C(C=C2)N=CN=C3NC4=CC(=C(C=C4)OCC5=CC(=CC=C5)F)Cl. Drug 2: C1CN(CCN1C(=O)CCBr)C(=O)CCBr. Cell line: HOP-62. Synergy scores: CSS=19.5, Synergy_ZIP=-9.81, Synergy_Bliss=-10.0, Synergy_Loewe=-14.8, Synergy_HSA=-11.0. (2) Drug 1: CNC(=O)C1=NC=CC(=C1)OC2=CC=C(C=C2)NC(=O)NC3=CC(=C(C=C3)Cl)C(F)(F)F. Drug 2: C1CC(=O)NC(=O)C1N2C(=O)C3=CC=CC=C3C2=O. Cell line: UACC-257. Synergy scores: CSS=4.79, Synergy_ZIP=0.537, Synergy_Bliss=2.03, Synergy_Loewe=1.33, Synergy_HSA=0.749. (3) Drug 1: C1=NC2=C(N=C(N=C2N1C3C(C(C(O3)CO)O)F)Cl)N. Drug 2: CC12CCC3C(C1CCC2O)C(CC4=C3C=CC(=C4)O)CCCCCCCCCS(=O)CCCC(C(F)(F)F)(F)F. Cell line: OVCAR-4. Synergy scores: CSS=-5.37, Synergy_ZIP=2.05, Synergy_Bliss=2.24, Synergy_Loewe=-4.78, Synergy_HSA=-4.06. (4) Drug 1: CC1=C(C(=CC=C1)Cl)NC(=O)C2=CN=C(S2)NC3=CC(=NC(=N3)C)N4CCN(CC4)CCO. Drug 2: C(CN)CNCCSP(=O)(O)O. Cell line: U251. Synergy scores: CSS=-4.22, Synergy_ZIP=1.83, Synergy_Bliss=-0.496, Synergy_Loewe=-7.51, Synergy_HSA=-6.28.